Dataset: Full USPTO retrosynthesis dataset with 1.9M reactions from patents (1976-2016). Task: Predict the reactants needed to synthesize the given product. (1) Given the product [CH3:13][N:5]1[C:6]([C:8]2[S:9][CH:10]=[CH:11][CH:12]=2)=[CH:7][C:3]([CH2:2][P:14](=[O:21])([O:18][CH2:19][CH3:20])[O:15][CH2:16][CH3:17])=[N:4]1, predict the reactants needed to synthesize it. The reactants are: Br[CH2:2][C:3]1[CH:7]=[C:6]([C:8]2[S:9][CH:10]=[CH:11][CH:12]=2)[N:5]([CH3:13])[N:4]=1.[P:14]([O:21]CC)([O:18][CH2:19][CH3:20])[O:15][CH2:16][CH3:17].O1CCOCC1. (2) Given the product [CH2:1]([N:8]1[C:17]2[C:12](=[CH:13][CH:14]=[CH:15][CH:16]=2)[C:11]([OH:18])=[C:10]([C:19]([NH:39][NH:38][C:25](=[O:37])[CH2:26][CH2:27][CH2:28][CH2:29][CH2:30][CH2:31][CH2:32][CH2:33][CH2:34][CH2:35][CH3:36])=[O:20])[C:9]1=[O:24])[C:2]1[CH:3]=[CH:4][CH:5]=[CH:6][CH:7]=1, predict the reactants needed to synthesize it. The reactants are: [CH2:1]([N:8]1[C:17]2[C:12](=[CH:13][CH:14]=[CH:15][CH:16]=2)[C:11]([OH:18])=[C:10]([C:19](OCC)=[O:20])[C:9]1=[O:24])[C:2]1[CH:7]=[CH:6][CH:5]=[CH:4][CH:3]=1.[C:25]([NH:38][NH2:39])(=[O:37])[CH2:26][CH2:27][CH2:28][CH2:29][CH2:30][CH2:31][CH2:32][CH2:33][CH2:34][CH2:35][CH3:36]. (3) Given the product [Cl:1][C:2]1[CH:3]=[C:4]([CH:39]=[CH:40][C:41]=1[Cl:42])[CH2:5][O:6][C:7]1[CH:8]=[C:9]([C@H:13]2[CH2:38][O:37][C:16]3=[CH:17][C:18]4[CH2:19][C@@H:20]([C:34]([NH:85][C@@H:69]([CH2:70][C:71]5[CH:76]=[CH:75][C:74]([C:77]6[CH:82]=[CH:81][N:80]=[C:79]([CH3:83])[C:78]=6[CH3:84])=[CH:73][CH:72]=5)[C:68]([OH:67])=[O:86])=[O:35])[N:21]([C@H:25]([C:28]5[CH:33]=[CH:32][CH:31]=[CH:30][CH:29]=5)[CH2:26][CH3:27])[CH2:22][C:23]=4[CH:24]=[C:15]3[O:14]2)[CH:10]=[CH:11][CH:12]=1, predict the reactants needed to synthesize it. The reactants are: [Cl:1][C:2]1[CH:3]=[C:4]([CH:39]=[CH:40][C:41]=1[Cl:42])[CH2:5][O:6][C:7]1[CH:8]=[C:9]([C@H:13]2[CH2:38][O:37][C:16]3=[CH:17][C:18]4[CH2:19][C@@H:20]([C:34](O)=[O:35])[N:21]([C@H:25]([C:28]5[CH:33]=[CH:32][CH:31]=[CH:30][CH:29]=5)[CH2:26][CH3:27])[CH2:22][C:23]=4[CH:24]=[C:15]3[O:14]2)[CH:10]=[CH:11][CH:12]=1.CCN=C=NCCCN(C)C.C1C=CC2N(O)N=NC=2C=1.Cl.Cl.C[O:67][C:68](=[O:86])[C@@H:69]([NH2:85])[CH2:70][C:71]1[CH:76]=[CH:75][C:74]([C:77]2[CH:82]=[CH:81][N:80]=[C:79]([CH3:83])[C:78]=2[CH3:84])=[CH:73][CH:72]=1.CCN(C(C)C)C(C)C. (4) Given the product [Br:1][C:2]1[C:7]([F:8])=[C:6]([C:9]2[CH:14]=[N:13][C:12]([C:15]([F:17])([F:18])[F:16])=[N:11][CH:10]=2)[CH:5]=[C:4]([CH2:19][Br:32])[N:3]=1, predict the reactants needed to synthesize it. The reactants are: [Br:1][C:2]1[C:7]([F:8])=[C:6]([C:9]2[CH:10]=[N:11][C:12]([C:15]([F:18])([F:17])[F:16])=[N:13][CH:14]=2)[CH:5]=[C:4]([CH3:19])[N:3]=1.C(Cl)(Cl)(Cl)Cl.C1C(=O)N([Br:32])C(=O)C1. (5) Given the product [NH2:19][C:10]1[C:9]2[N:8]=[CH:7][N:6]([CH2:5][CH2:4][CH2:3][CH2:2][NH:1][C:32](=[O:33])[C:31]3[CH:30]=[CH:29][CH:28]=[N:27][C:26]=3[S:25][CH2:20][CH2:21][CH2:22][CH2:23][CH3:24])[C:18]=2[C:17]2[CH:16]=[CH:15][CH:14]=[CH:13][C:12]=2[N:11]=1, predict the reactants needed to synthesize it. The reactants are: [NH2:1][CH2:2][CH2:3][CH2:4][CH2:5][N:6]1[C:18]2[C:17]3[CH:16]=[CH:15][CH:14]=[CH:13][C:12]=3[N:11]=[C:10]([NH2:19])[C:9]=2[N:8]=[CH:7]1.[CH2:20]([S:25][C:26]1[C:31]([C:32](Cl)=[O:33])=[CH:30][CH:29]=[CH:28][N:27]=1)[CH2:21][CH2:22][CH2:23][CH3:24].